Predict hERG channel inhibition at various concentrations. From a dataset of hERG Central: cardiac toxicity at 1µM, 10µM, and general inhibition. (1) The molecule is CCOC(=O)C1CCN(S(=O)(=O)c2ccc(CNC(=O)c3ccccc3)s2)CC1. Results: hERG_inhib (hERG inhibition (general)): blocker. (2) The compound is O=C(CO/N=C/c1ccc(OC(F)F)cc1)NCc1cccs1. Results: hERG_inhib (hERG inhibition (general)): blocker. (3) The compound is CCN(Cc1ccc(OC)c(F)c1)C(=O)c1oc2ccccc2c1COC. Results: hERG_inhib (hERG inhibition (general)): blocker. (4) The molecule is CCCCCCC(=O)Nc1c2c(nc3ccccc13)N(C)CC2. Results: hERG_inhib (hERG inhibition (general)): blocker. (5) The compound is COc1ccc(-c2noc(CCC(=O)NCCCN3CCN(c4ccc(F)cc4)CC3)n2)cc1. Results: hERG_inhib (hERG inhibition (general)): blocker.